Dataset: Choline transporter screen with 302,306 compounds. Task: Binary Classification. Given a drug SMILES string, predict its activity (active/inactive) in a high-throughput screening assay against a specified biological target. (1) The drug is s1cc(nc1N\N=C(\C(OCC)=O)C)c1ccc(NC(=O)C)cc1. The result is 0 (inactive). (2) The molecule is Clc1c(CSc2n(c(nn2)CCNC(=O)c2ccc(OC)cc2)CC)ccc(Cl)c1. The result is 0 (inactive). (3) The drug is O=C/1N(c2ccc(OC)cc2)C(=O)NC(=O)C1=C/C=C\Nc1ccccc1. The result is 0 (inactive).